Dataset: Catalyst prediction with 721,799 reactions and 888 catalyst types from USPTO. Task: Predict which catalyst facilitates the given reaction. (1) Reactant: [CH2:1]1[O:10][C:9]2[CH:8]=[CH:7][C:5]([NH2:6])=[CH:4][C:3]=2[O:2]1.[C:11](OC(=O)C)(=[O:13])[CH3:12].C([O-])(O)=O.[Na+]. Product: [O:10]1[C:9]2[CH:8]=[CH:7][C:5]([NH:6][C:11](=[O:13])[CH3:12])=[CH:4][C:3]=2[O:2][CH2:1]1. The catalyst class is: 52. (2) Reactant: CS([O:5][CH2:6][CH2:7][O:8][CH2:9][C:10]1[CH:15]=[CH:14][CH:13]=[CH:12][C:11]=1[O:16][CH3:17])(=O)=O.CN([CH:21]=[O:22])C.[C:23](=[O:26])([O-])[O-].[K+].[K+]. Product: [CH3:17][O:16][C:11]1[CH:12]=[CH:13][CH:14]=[CH:15][C:10]=1[CH2:9][O:8][CH2:7][CH2:6][O:5][C:10]1[CH:15]=[CH:14][C:13]([C:23]([O:22][CH3:21])=[O:26])=[CH:12][CH:11]=1. The catalyst class is: 6.